This data is from HIV replication inhibition screening data with 41,000+ compounds from the AIDS Antiviral Screen. The task is: Binary Classification. Given a drug SMILES string, predict its activity (active/inactive) in a high-throughput screening assay against a specified biological target. (1) The drug is COCN(COC)c1nc(CCC(Br)(Br)Br)nc(N(COC)COC)n1. The result is 0 (inactive). (2) The molecule is CS(=O)(=O)c1nc(N)nc2[nH]cnc12. The result is 0 (inactive). (3) The drug is Cl.O=C(OCCN1CCCCC1)c1cc2ccccc2[nH]1. The result is 0 (inactive). (4) The drug is COC(=O)c1cccc(C)c1C1CN=NC12Cc1c(ccc(C)c1C)C2=O. The result is 0 (inactive). (5) The drug is CC(=O)Oc1ccc(S(=O)(=O)c2ccc(OC(C)=O)cc2)cc1. The result is 0 (inactive). (6) The molecule is CC(c1ccccc1)N(CC#N)C1CCCC1(O)C=Cc1ccc2c(c1)OCO2. The result is 0 (inactive). (7) The compound is OCCN1CCN2C=C(C3CCCC4N(CCO)CCN34)CCC21. The result is 0 (inactive). (8) The drug is C=Cc1c(C)c2cc3nc(c4c5nc(cc6[nH]c(cc1[nH]2)c(C)c6CC)C(C)=C5C(=O)C4C(=O)OC)C(CCC(=O)OCC=C(C)CCCC(C)CCCC(C)CCCC(C)C)C3C. The result is 0 (inactive).